This data is from Reaction yield outcomes from USPTO patents with 853,638 reactions. The task is: Predict the reaction yield, written as a fraction of the theoretical maximum amount of product (1.0 means a 100% yield; for example, 0.34 means a 34% yield). (1) The reactants are [S:1]1[CH:5]=[CH:4][CH:3]=[C:2]1[S:6]([NH:9][C:10]1[CH:11]=[C:12]([O:30][C:31]([F:34])([F:33])[F:32])[CH:13]=[C:14]2[C:18]=1[NH:17][C:16]([C:19]1[S:20][CH:21]([CH2:24][C:25]([O:27]CC)=[O:26])[CH2:22][N:23]=1)=[CH:15]2)(=[O:8])=[O:7].[OH-].[Na+].O1CCCC1.C(O)(=O)CC(CC(O)=O)(C(O)=O)O. The catalyst is C(O)C. The product is [S:1]1[CH:5]=[CH:4][CH:3]=[C:2]1[S:6]([NH:9][C:10]1[CH:11]=[C:12]([O:30][C:31]([F:32])([F:34])[F:33])[CH:13]=[C:14]2[C:18]=1[NH:17][C:16]([C:19]1[S:20][CH:21]([CH2:24][C:25]([OH:27])=[O:26])[CH2:22][N:23]=1)=[CH:15]2)(=[O:7])=[O:8]. The yield is 0.640. (2) The product is [Cl:1][C:2]1[CH:3]=[C:4]([C:8]2([C:9]#[N:10])[CH2:13][CH2:12]2)[CH:5]=[CH:6][CH:7]=1. The yield is 0.560. The reactants are [Cl:1][C:2]1[CH:3]=[C:4]([CH2:8][C:9]#[N:10])[CH:5]=[CH:6][CH:7]=1.Br[CH2:12][CH2:13]Br. The catalyst is C1(C)C=CC=CC=1.[OH-].[Na+].[I-].C([N+](CCCC)(CCCC)CCCC)CCC.O. (3) The yield is 0.480. The catalyst is C(O)C.C(O)(=O)C.[Pd]. The reactants are [C:1]([O:5][C:6]([N:8]1[CH2:13][CH2:12][CH2:11][C:10]2[NH:14][N:15]=[C:16]([C:17]3[CH:22]=[C:21]([Cl:23])[C:20]([O:24]CC4C=CC=CC=4)=[CH:19][C:18]=3[O:32]CC3C=CC=CC=3)[C:9]1=2)=[O:7])([CH3:4])([CH3:3])[CH3:2].C(OC(N1CCC2C(C3C=C(Cl)C(OCC4C=CC=CC=4)=CC=3OCC3C=CC=CC=3)=NNC=2C1)=O)(C)(C)C. The product is [C:1]([O:5][C:6]([N:8]1[CH2:13][CH2:12][CH2:11][C:10]2[NH:14][N:15]=[C:16]([C:17]3[CH:22]=[C:21]([Cl:23])[C:20]([OH:24])=[CH:19][C:18]=3[OH:32])[C:9]1=2)=[O:7])([CH3:4])([CH3:2])[CH3:3]. (4) The reactants are [C:1]1([CH2:11][O:12][C:13]2[CH:18]=[CH:17][C:16]([CH2:19]O)=[CH:15][CH:14]=2)[C:10]2[C:5](=[CH:6][CH:7]=[CH:8][CH:9]=2)[CH:4]=[CH:3][CH:2]=1.N1C=CC=CC=1.P(Br)(Br)[Br:28]. The product is [Br:28][CH2:19][C:16]1[CH:17]=[CH:18][C:13]([O:12][CH2:11][C:1]2[C:10]3[C:5](=[CH:6][CH:7]=[CH:8][CH:9]=3)[CH:4]=[CH:3][CH:2]=2)=[CH:14][CH:15]=1. The catalyst is C1(C)C=CC=CC=1. The yield is 0.530. (5) The reactants are [C:1]([C:5]1[CH:9]=[C:8]([NH:10][C:11]([NH:13][C@@H:14]2[C:23]3[C:18](=[CH:19][CH:20]=[CH:21][CH:22]=3)[C@H:17]([O:24][C:25]3[CH:26]=[CH:27][C:28]4[N:29]([C:31]([N:34]5[CH2:39][CH2:38][CH2:37][CH2:36][C@@H:35]5[CH3:40])=[N:32][N:33]=4)[CH:30]=3)[CH2:16][CH2:15]2)=[O:12])[N:7]([CH2:41][CH2:42][O:43]S(C)(=O)=O)[N:6]=1)([CH3:4])([CH3:3])[CH3:2].[CH3:48][N:49]1[CH2:54][CH2:53][NH:52][CH2:51][CH2:50]1.CN(C=[O:59])C. No catalyst specified. The product is [CH:42]([OH:43])=[O:59].[C:1]([C:5]1[CH:9]=[C:8]([NH:10][C:11]([NH:13][C@@H:14]2[C:23]3[C:18](=[CH:19][CH:20]=[CH:21][CH:22]=3)[C@H:17]([O:24][C:25]3[CH:26]=[CH:27][C:28]4[N:29]([C:31]([N:34]5[CH2:39][CH2:38][CH2:37][CH2:36][C@@H:35]5[CH3:40])=[N:32][N:33]=4)[CH:30]=3)[CH2:16][CH2:15]2)=[O:12])[N:7]([CH2:41][CH2:42][N:52]2[CH2:53][CH2:54][N:49]([CH3:48])[CH2:50][CH2:51]2)[N:6]=1)([CH3:4])([CH3:3])[CH3:2]. The yield is 0.170. (6) The reactants are [N:1]([CH2:4][CH2:5][CH2:6][CH2:7][CH2:8][C:9]([OH:11])=[O:10])=[N+:2]=[N-:3].CC1C=C(C)N=C(C)C=1.O[N:22]1[C:26](=[O:27])[CH2:25][CH2:24][C:23]1=[O:28].FC(F)(F)C(OC(=O)C(F)(F)F)=O. The catalyst is CN(C=O)C.C(Cl)Cl. The product is [O:28]=[C:23]1[CH2:24][CH2:25][C:26](=[O:27])[N:22]1[O:10][C:9](=[O:11])[CH2:8][CH2:7][CH2:6][CH2:5][CH2:4][N:1]=[N+:2]=[N-:3]. The yield is 0.760.